From a dataset of Forward reaction prediction with 1.9M reactions from USPTO patents (1976-2016). Predict the product of the given reaction. Given the reactants [CH3:1][C:2]1[CH:7]=[C:6]([CH3:8])[CH:5]=[C:4]([CH3:9])[C:3]=1[NH:10][C:11]([NH:13][C:14]1[C:15]([C:24]([NH:26][C:27]2([C:33]([O:35][CH3:36])=[O:34])[CH2:32][CH2:31][NH:30][CH2:29][CH2:28]2)=[O:25])=[CH:16][C:17]2[C:22]([CH:23]=1)=[CH:21][CH:20]=[CH:19][CH:18]=2)=[O:12].C(N(C(C)C)CC)(C)C.[C:46](Cl)(=[O:50])[CH2:47][CH2:48][CH3:49], predict the reaction product. The product is: [C:46]([N:30]1[CH2:29][CH2:28][C:27]([NH:26][C:24]([C:15]2[C:14]([NH:13][C:11]([NH:10][C:3]3[C:2]([CH3:1])=[CH:7][C:6]([CH3:8])=[CH:5][C:4]=3[CH3:9])=[O:12])=[CH:23][C:22]3[C:17](=[CH:18][CH:19]=[CH:20][CH:21]=3)[CH:16]=2)=[O:25])([C:33]([O:35][CH3:36])=[O:34])[CH2:32][CH2:31]1)(=[O:50])[CH2:47][CH2:48][CH3:49].